This data is from Reaction yield outcomes from USPTO patents with 853,638 reactions. The task is: Predict the reaction yield, written as a fraction of the theoretical maximum amount of product (1.0 means a 100% yield; for example, 0.34 means a 34% yield). (1) The reactants are [OH-].[Na+].Cl.[CH3:4][O:5][NH:6][CH3:7].CC1(C)[O:14][C:13](=[O:15])[CH2:12][C:11](=[O:16])O1.Cl. The catalyst is O. The product is [CH3:4][O:5][N:6]([CH3:7])[C:11](=[O:16])[CH2:12][C:13]([OH:14])=[O:15]. The yield is 0.600. (2) The reactants are [O:1]1[C:5]2=[CH:6][N:7]=[C:8]([C:10]([OH:12])=O)[CH:9]=[C:4]2[CH:3]=[CH:2]1.CN(C(ON1N=NC2C1=CC=CC=2)=[N+](C)C)C.F[P-](F)(F)(F)(F)F.C(N(C(C)C)CC)(C)C.Cl.[N:47]12[CH2:54][CH2:53][CH:50]([CH2:51][CH2:52]1)[C@@H:49]([NH2:55])[CH2:48]2. The catalyst is C(Cl)(Cl)Cl. The product is [N:47]12[CH2:54][CH2:53][CH:50]([CH2:51][CH2:52]1)[C@@H:49]([NH:55][C:10]([C:8]1[CH:9]=[C:4]3[CH:3]=[CH:2][O:1][C:5]3=[CH:6][N:7]=1)=[O:12])[CH2:48]2. The yield is 0.660. (3) The reactants are [CH3:1][O:2][C:3]1[CH:4]=[C:5]([OH:10])[CH:6]=[C:7]([CH3:9])[CH:8]=1.N12CCN(CC1)CC2.[CH3:19][N:20]([CH3:24])[C:21](Cl)=[S:22].CCOCC. The catalyst is CN(C=O)C. The product is [CH3:19][N:20]([CH3:24])[C:21](=[S:22])[O:10][C:5]1[CH:6]=[C:7]([CH3:9])[CH:8]=[C:3]([O:2][CH3:1])[CH:4]=1. The yield is 0.910. (4) The reactants are C([Mg]Cl)(C)C.Br[C:7]1[C:8]([O:15][CH3:16])=[N:9][CH:10]=[C:11]([Cl:14])[C:12]=1[CH3:13].ClC1C(C)=C([Mg]Cl)C(OC)=NC=1.[Cu]C#N.[Cl-].[Li+].ClC1C(C)=C([Cu])C(OC)=NC=1.[CH3:45][O:46][C:47]1[C:55]([O:56][CH3:57])=[C:54]([O:58][CH3:59])[CH:53]=[C:52]([CH3:60])[C:48]=1[C:49](O)=[O:50].N1C=CC=CC=1[Cu].O.N. The catalyst is O1CCCC1.S(Cl)(Cl)=O.O. The product is [CH3:45][O:46][C:47]1[C:55]([O:56][CH3:57])=[C:54]([O:58][CH3:59])[CH:53]=[C:52]([CH3:60])[C:48]=1[C:49]([C:7]1[C:8]([O:15][CH3:16])=[N:9][CH:10]=[C:11]([Cl:14])[C:12]=1[CH3:13])=[O:50]. The yield is 0.570. (5) The reactants are Br.[Br:2][CH2:3][CH2:4][NH2:5].[C:6](O[C:6]([O:8][C:9]([CH3:12])([CH3:11])[CH3:10])=[O:7])([O:8][C:9]([CH3:12])([CH3:11])[CH3:10])=[O:7]. The catalyst is CO.C(N(CC)CC)C. The product is [C:9]([O:8][C:6](=[O:7])[NH:5][CH2:4][CH2:3][Br:2])([CH3:12])([CH3:11])[CH3:10]. The yield is 0.840. (6) The reactants are [C:1]([O:5][C:6]([NH:8][C:9]1([C:12]([OH:14])=O)[CH2:11][CH2:10]1)=[O:7])([CH3:4])([CH3:3])[CH3:2].S(C1C=CC(C)=CC=1)(O)(=O)=O.[CH2:26]([O:33][C:34](=[O:48])[C@H:35]([CH2:37][C:38]([O:40][CH2:41][C:42]1[CH:47]=[CH:46][CH:45]=[CH:44][CH:43]=1)=[O:39])[NH2:36])[C:27]1[CH:32]=[CH:31][CH:30]=[CH:29][CH:28]=1.CCN=C=NCCCN(C)C.Cl.ON1C2C=CC=CC=2N=N1.C(N(CC)C(C)C)(C)C.Cl. The catalyst is ClCCl. The product is [CH2:26]([O:33][C:34](=[O:48])[C@H:35]([CH2:37][C:38]([O:40][CH2:41][C:42]1[CH:43]=[CH:44][CH:45]=[CH:46][CH:47]=1)=[O:39])[NH:36][C:12]([C:9]1([NH:8][C:6]([O:5][C:1]([CH3:2])([CH3:3])[CH3:4])=[O:7])[CH2:10][CH2:11]1)=[O:14])[C:27]1[CH:28]=[CH:29][CH:30]=[CH:31][CH:32]=1. The yield is 0.940.